Dataset: Forward reaction prediction with 1.9M reactions from USPTO patents (1976-2016). Task: Predict the product of the given reaction. (1) Given the reactants I[C:2]1[CH:22]=[CH:21][C:5]([CH2:6][N:7]([C:15](=[O:20])[CH2:16][CH2:17][CH2:18][CH3:19])[C@H:8]([C:12]([OH:14])=[O:13])[CH:9]([CH3:11])[CH3:10])=[CH:4][CH:3]=1.[NH:23]1[C:27]([C:28]2[CH:33]=[CH:32][CH:31]=[CH:30][C:29]=2B(O)O)=[N:26][N:25]=[N:24]1.[OH-].[Na+], predict the reaction product. The product is: [CH3:19][CH2:18][CH2:17][CH2:16][C:15]([N:7]([C@H:8]([C:12]([OH:14])=[O:13])[CH:9]([CH3:11])[CH3:10])[CH2:6][C:5]1[CH:4]=[CH:3][C:2]([C:33]2[CH:32]=[CH:31][CH:30]=[CH:29][C:28]=2[C:27]2[NH:23][N:24]=[N:25][N:26]=2)=[CH:22][CH:21]=1)=[O:20]. (2) Given the reactants [Cl:1][C:2]1[CH:16]=[CH:15][C:5]([CH2:6][N:7]2[CH2:12][CH2:11][C:10](=[N:13]O)[CH2:9][CH2:8]2)=[CH:4][CH:3]=1.[H-].[Al+3].[Li+].[H-].[H-].[H-].[OH-].[Na+], predict the reaction product. The product is: [NH2:13][CH:10]1[CH2:9][CH2:8][N:7]([CH2:6][C:5]2[CH:15]=[CH:16][C:2]([Cl:1])=[CH:3][CH:4]=2)[CH2:12][CH2:11]1. (3) Given the reactants C[Si]([N-][Si](C)(C)C)(C)C.[Na+].[F:11][C:12]1[C:17]([F:18])=[CH:16][CH:15]=[CH:14][C:13]=1[C@@H:19]1[CH2:28][CH2:27][C@@H:26]([OH:29])[C:22]2[N:23]=[CH:24][S:25][C:21]=2[C@H:20]1[NH:30][C:31](=[O:37])[O:32][C:33]([CH3:36])([CH3:35])[CH3:34].N1([C:43]([N:45]2[CH2:50][CH2:49][CH:48]([N:51]3[C:59]4[C:54](=[N:55][CH:56]=[CH:57][CH:58]=4)[NH:53][C:52]3=[O:60])[CH2:47][CH2:46]2)=[O:44])C=CN=C1, predict the reaction product. The product is: [O:60]=[C:52]1[NH:53][C:54]2=[N:55][CH:56]=[CH:57][CH:58]=[C:59]2[N:51]1[CH:48]1[CH2:47][CH2:46][N:45]([C:43]([O:29][C@H:26]2[C:22]3[N:23]=[CH:24][S:25][C:21]=3[C@@H:20]([NH:30][C:31]([O:32][C:33]([CH3:34])([CH3:36])[CH3:35])=[O:37])[C@H:19]([C:13]3[CH:14]=[CH:15][CH:16]=[C:17]([F:18])[C:12]=3[F:11])[CH2:28][CH2:27]2)=[O:44])[CH2:50][CH2:49]1. (4) Given the reactants [H-].C([Al+]CC(C)C)C(C)C.C[O:12][C:13](=O)[CH:14]=[CH:15][C:16]1[CH:21]=[CH:20][CH:19]=[C:18]([F:22])[CH:17]=1.Cl, predict the reaction product. The product is: [F:22][C:18]1[CH:17]=[C:16]([CH:15]=[CH:14][CH2:13][OH:12])[CH:21]=[CH:20][CH:19]=1. (5) Given the reactants Br[C:2]1[C:3]2[O:12][C:11]([CH2:13][N:14]3[CH2:19][CH2:18][N:17]([S:20]([CH3:23])(=[O:22])=[O:21])[CH2:16][CH2:15]3)=[CH:10][C:4]=2[C:5](=[O:9])[N:6]([CH3:8])[CH:7]=1.[C:24]([O:28][C:29]([NH:31][CH2:32][C:33]1[CH:38]=[CH:37][C:36](B(O)O)=[CH:35][CH:34]=1)=[O:30])([CH3:27])([CH3:26])[CH3:25].C(=O)([O-])[O-].[K+].[K+], predict the reaction product. The product is: [CH3:8][N:6]1[CH:7]=[C:2]([C:36]2[CH:37]=[CH:38][C:33]([CH2:32][NH:31][C:29](=[O:30])[O:28][C:24]([CH3:25])([CH3:26])[CH3:27])=[CH:34][CH:35]=2)[C:3]2[O:12][C:11]([CH2:13][N:14]3[CH2:19][CH2:18][N:17]([S:20]([CH3:23])(=[O:22])=[O:21])[CH2:16][CH2:15]3)=[CH:10][C:4]=2[C:5]1=[O:9]. (6) Given the reactants [C:1]([O:11][CH2:12][C:13]1[CH:18]=[C:17]([N+:19]([O-])=O)[CH:16]=[C:15]([N+:22]([O-])=O)[CH:14]=1)(=[O:10])[CH2:2][CH2:3][CH2:4][CH2:5][CH2:6][CH2:7][CH2:8][CH3:9].[H][H], predict the reaction product. The product is: [C:1]([O:11][CH2:12][C:13]1[CH:14]=[C:15]([NH2:22])[CH:16]=[C:17]([NH2:19])[CH:18]=1)(=[O:10])[CH2:2][CH2:3][CH2:4][CH2:5][CH2:6][CH2:7][CH2:8][CH3:9].